From a dataset of Forward reaction prediction with 1.9M reactions from USPTO patents (1976-2016). Predict the product of the given reaction. (1) Given the reactants C1([C:7]2[CH:12]=[CH:11][C:10]([OH:13])=[CH:9][CH:8]=2)C=CC=CC=1.[CH2:14]([CH:19]1[CH2:24][CH2:23][CH:22]([C:25]2[CH:30]=[CH:29][C:28]([OH:31])=[CH:27][CH:26]=2)[CH2:21][CH2:20]1)[CH2:15][CH2:16][CH2:17][CH3:18], predict the reaction product. The product is: [CH2:14]([C@H:19]1[CH2:20][CH2:21][C@H:22]([C:25]2[CH:26]=[CH:27][C:28]([O:31][CH2:11][CH2:12][CH2:7][CH2:8][CH2:9][CH2:10][O:13][C:10](=[O:13])[CH:9]=[CH2:8])=[CH:29][CH:30]=2)[CH2:23][CH2:24]1)[CH2:15][CH2:16][CH2:17][CH3:18]. (2) The product is: [CH2:17]([C:20]1[N:24]([CH2:2][C:3]2[CH:8]=[CH:7][C:6]([C:9]3[C:10]([CH:15]=[O:16])=[CH:11][CH:12]=[CH:13][CH:14]=3)=[CH:5][CH:4]=2)[C:23]2[CH:25]=[C:26]([C:30]3[N:34]=[CH:35][N:48]([CH3:49])[CH:47]=3)[CH:27]=[C:28]([CH3:29])[C:22]=2[N:21]=1)[CH2:18][CH3:19]. Given the reactants Br[CH2:2][C:3]1[CH:8]=[CH:7][C:6]([C:9]2[CH:14]=[CH:13][CH:12]=[CH:11][C:10]=2[CH:15]=[O:16])=[CH:5][CH:4]=1.[CH2:17]([C:20]1[NH:21][C:22]2[C:28]([CH3:29])=[CH:27][C:26]([C:30]3[N:34]([CH3:35])C4C=CC=CC=4N=3)=[CH:25][C:23]=2[N:24]=1)[CH2:18][CH3:19].C([O-])([O-])=O.[K+].[K+].O.[CH3:47][N:48](C)[C:49](=O)C, predict the reaction product. (3) Given the reactants Br[C:2]1[C:3]([CH3:16])=[N:4][N:5]([CH3:15])[C:6]=1[C:7]1[C:12]([F:13])=[CH:11][CH:10]=[CH:9][C:8]=1[F:14].C([Li])CCC.[CH:31]1[C:30]([S:29][S:29][C:30]2[CH:35]=[CH:34][C:33]([Cl:36])=[CH:32][CH:31]=2)=[CH:35][CH:34]=[C:33]([Cl:36])[CH:32]=1, predict the reaction product. The product is: [Cl:36][C:33]1[CH:34]=[CH:35][C:30]([S:29][C:2]2[C:3]([CH3:16])=[N:4][N:5]([CH3:15])[C:6]=2[C:7]2[C:12]([F:13])=[CH:11][CH:10]=[CH:9][C:8]=2[F:14])=[CH:31][CH:32]=1. (4) Given the reactants [O:1]=[C:2]1[N:7]([C@H:8]2[CH2:13][CH2:12][C@H:11]([CH:14]=O)[CH2:10][CH2:9]2)[C:6]2[C:16]3[CH:22]=[CH:21][N:20]([CH2:23][O:24][CH2:25][CH2:26][Si:27]([CH3:30])([CH3:29])[CH3:28])[C:17]=3[N:18]=[CH:19][C:5]=2[C:4](=[O:31])[NH:3]1.Cl.[F:33][C:34]([F:38])([F:37])[CH2:35][NH2:36].B.N1C=CC=CC=1C.[OH-].[Na+], predict the reaction product. The product is: [F:33][C:34]([F:38])([F:37])[CH2:35][NH:36][CH2:14][CH:11]1[CH2:10][CH2:9][CH:8]([N:7]2[C:6]3[C:16]4[CH:22]=[CH:21][N:20]([CH2:23][O:24][CH2:25][CH2:26][Si:27]([CH3:30])([CH3:29])[CH3:28])[C:17]=4[N:18]=[CH:19][C:5]=3[C:4](=[O:31])[NH:3][C:2]2=[O:1])[CH2:13][CH2:12]1. (5) Given the reactants C([O:3][C:4]([CH2:6][O:7][C:8]1[CH:17]=[CH:16][C:11]2[O:12][CH2:13][C:14](=[O:15])[C:10]=2[CH:9]=1)=[O:5])C.O.OS(O)(=O)=O.[Na+].[Cl-], predict the reaction product. The product is: [C:4]([CH2:6][O:7][C:8]1[CH:17]=[CH:16][C:11]2[O:12][CH2:13][C:14](=[O:15])[C:10]=2[CH:9]=1)([OH:5])=[O:3]. (6) Given the reactants CC1C=CC=CC=1P(C1C=CC=CC=1C)C1C=CC=CC=1C.Br[C:24]1[CH:25]=[C:26]2[C:30](=[C:31]([CH:33]([CH3:35])[CH3:34])[CH:32]=1)[NH:29][C:28]1[C:36]([CH2:42][CH2:43][OH:44])([CH2:40][CH3:41])[O:37][CH2:38][CH2:39][C:27]2=1.C(N(CC)CC)C.[C:52]([O:56][CH2:57][CH3:58])(=[O:55])[CH:53]=[CH2:54], predict the reaction product. The product is: [CH2:40]([C:36]1([CH2:42][CH2:43][OH:44])[C:28]2[NH:29][C:30]3[C:26]([C:27]=2[CH2:39][CH2:38][O:37]1)=[CH:25][C:24](/[CH:54]=[CH:53]/[C:52]([O:56][CH2:57][CH3:58])=[O:55])=[CH:32][C:31]=3[CH:33]([CH3:35])[CH3:34])[CH3:41].